From a dataset of Full USPTO retrosynthesis dataset with 1.9M reactions from patents (1976-2016). Predict the reactants needed to synthesize the given product. (1) Given the product [NH:2]=[C:1]([N:43]1[CH2:42][CH2:41][N:40]([CH2:39][CH:35]2[CH2:36][CH2:37][CH2:38][O:34]2)[CH2:45][CH2:44]1)[C:3]1[CH:4]=[C:5]([NH:9][C:10](=[O:33])[NH:11][C:12]2[CH:17]=[CH:16][C:15]([S:18]([NH:21][CH2:22][C:23]3[CH:28]=[CH:27][C:26]([S:29](=[O:32])(=[O:31])[NH2:30])=[CH:25][CH:24]=3)(=[O:20])=[O:19])=[CH:14][CH:13]=2)[CH:6]=[CH:7][CH:8]=1, predict the reactants needed to synthesize it. The reactants are: [C:1]([C:3]1[CH:4]=[C:5]([NH:9][C:10](=[O:33])[NH:11][C:12]2[CH:17]=[CH:16][C:15]([S:18]([NH:21][CH2:22][C:23]3[CH:28]=[CH:27][C:26]([S:29](=[O:32])(=[O:31])[NH2:30])=[CH:25][CH:24]=3)(=[O:20])=[O:19])=[CH:14][CH:13]=2)[CH:6]=[CH:7][CH:8]=1)#[N:2].[O:34]1[CH2:38][CH2:37][CH2:36][CH:35]1[CH2:39][N:40]1[CH2:45][CH2:44][NH:43][CH2:42][CH2:41]1. (2) Given the product [F:1][C:2]1[CH:3]=[C:4]([CH:9]([CH3:14])[C:10]([O:12][CH3:13])=[O:11])[CH:5]=[CH:6][C:7]=1[C:21]1[CH:20]=[CH:19][CH:18]=[CH:17][C:16]=1[OH:15], predict the reactants needed to synthesize it. The reactants are: [F:1][C:2]1[CH:3]=[C:4]([CH:9]([CH3:14])[C:10]([O:12][CH3:13])=[O:11])[CH:5]=[CH:6][C:7]=1I.[OH:15][C:16]1[CH:17]=[C:18](B(O)O)[CH:19]=[CH:20][CH:21]=1. (3) Given the product [CH3:1][O:2][C:3]1[CH:8]=[CH:7][C:6]([C:9]2[CH:13]=[C:12]([C:14]3[CH:19]=[CH:18][CH:17]=[CH:16][CH:15]=3)[NH:11][C:10]=2[C:20]([NH:24][CH2:25][C:26]2[CH:27]=[CH:28][C:29]([C:30]([NH:32][C:33]3[CH:38]=[CH:37][CH:36]=[CH:35][N:34]=3)=[O:31])=[CH:39][CH:40]=2)=[O:21])=[CH:5][CH:4]=1, predict the reactants needed to synthesize it. The reactants are: [CH3:1][O:2][C:3]1[CH:8]=[CH:7][C:6]([C:9]2[CH:13]=[C:12]([C:14]3[CH:19]=[CH:18][CH:17]=[CH:16][CH:15]=3)[NH:11][C:10]=2[C:20](O)=[O:21])=[CH:5][CH:4]=1.Cl.[NH2:24][CH2:25][C:26]1[CH:40]=[CH:39][C:29]([C:30]([NH:32][C:33]2[CH:38]=[CH:37][CH:36]=[CH:35][N:34]=2)=[O:31])=[CH:28][CH:27]=1. (4) Given the product [N+:19]([C:16]1[CH:17]=[CH:18][C:9]([O:7][C:1]2[CH:6]=[CH:5][CH:4]=[CH:3][CH:2]=2)=[C:10]2[C:15]=1[N:14]=[CH:13][CH:12]=[CH:11]2)([O-:21])=[O:20], predict the reactants needed to synthesize it. The reactants are: [C:1]1([OH:7])[CH:6]=[CH:5][CH:4]=[CH:3][CH:2]=1.Cl[C:9]1[CH:18]=[CH:17][C:16]([N+:19]([O-:21])=[O:20])=[C:15]2[C:10]=1[CH:11]=[CH:12][CH:13]=[N:14]2.[H-].[Na+]. (5) Given the product [CH:1]1([C:4]2[CH:5]=[C:6]([C:22]([O:24][CH2:25][CH3:26])=[O:23])[C:7]3[CH:12]=[N:11][NH:10][C:8]=3[N:9]=2)[CH2:2][CH2:3]1, predict the reactants needed to synthesize it. The reactants are: [CH:1]1([C:4]2[CH:5]=[C:6]([C:22]([O:24][CH2:25][CH3:26])=[O:23])[C:7]3[CH:12]=[N:11][N:10](CC4C=CC(OC)=CC=4)[C:8]=3[N:9]=2)[CH2:3][CH2:2]1.FC(F)(F)C(O)=O.C1(OC)C=CC=CC=1. (6) The reactants are: [ClH:1].O1CCO[CH2:4][CH2:3]1.Cl.[C:9]1([C@H:19]([NH:21][CH2:22][C@@H:23]2[C@@H:27]([C:28]3[CH:33]=[CH:32][CH:31]=[CH:30][CH:29]=3)[CH2:26][N:25]([C:34](=[O:42])[CH2:35][CH2:36][CH2:37][CH2:38][C:39]([OH:41])=[O:40])[CH2:24]2)[CH3:20])[C:18]2[C:13](=[CH:14][CH:15]=[CH:16][CH:17]=2)[CH:12]=[CH:11][CH:10]=1. Given the product [ClH:1].[C:9]1([C@H:19]([NH:21][CH2:22][C@@H:23]2[C@@H:27]([C:28]3[CH:33]=[CH:32][CH:31]=[CH:30][CH:29]=3)[CH2:26][N:25]([C:34](=[O:42])[CH2:35][CH2:36][CH2:37][CH2:38][C:39]([O:41][CH2:3][CH3:4])=[O:40])[CH2:24]2)[CH3:20])[C:18]2[C:13](=[CH:14][CH:15]=[CH:16][CH:17]=2)[CH:12]=[CH:11][CH:10]=1, predict the reactants needed to synthesize it. (7) Given the product [Br:1][C:2]1[C:3]([O:10][CH2:11][CH:12]2[CH2:13][CH2:14]2)=[CH:4][C:5]([OH:8])=[N:6][CH:7]=1, predict the reactants needed to synthesize it. The reactants are: [Br:1][C:2]1[C:3]([O:10][CH2:11][CH:12]2[CH2:14][CH2:13]2)=[CH:4][C:5]([O:8]C)=[N:6][CH:7]=1.[Li+].[Cl-].CC1C=CC(S(O)(=O)=O)=CC=1.O. (8) Given the product [Br:3][C:4]1[CH:5]=[C:6]([C:10]2([C:12]3[CH:17]=[CH:16][C:15]([O:18][CH:19]([F:20])[F:21])=[C:14]([CH3:22])[CH:13]=3)[CH2:11][O:27][C:28]([NH2:32])=[N:23]2)[CH:7]=[CH:8][CH:9]=1, predict the reactants needed to synthesize it. The reactants are: II.[Br:3][C:4]1[CH:5]=[C:6]([C:10]([C:12]2[CH:17]=[CH:16][C:15]([O:18][CH:19]([F:21])[F:20])=[C:14]([CH3:22])[CH:13]=2)=[CH2:11])[CH:7]=[CH:8][CH:9]=1.[NH3:23].C([O:27][CH2:28]C)(=O)C.C(#[N:32])C.